This data is from Full USPTO retrosynthesis dataset with 1.9M reactions from patents (1976-2016). The task is: Predict the reactants needed to synthesize the given product. (1) Given the product [CH3:18][N:19]1[CH2:24][CH2:23][N:22]([C:2]2[N:7]=[CH:6][C:5]([C:8]([O:10][CH3:11])=[O:9])=[CH:4][N:3]=2)[CH2:21][CH2:20]1, predict the reactants needed to synthesize it. The reactants are: Cl[C:2]1[N:7]=[CH:6][C:5]([C:8]([OH:10])=[O:9])=[CH:4][N:3]=1.[CH3:11][Si](C=[N+]=[N-])(C)C.[CH3:18][N:19]1[CH2:24][CH2:23][NH:22][CH2:21][CH2:20]1.C(N(CC)CC)C. (2) Given the product [CH3:34][O:33][C:31]([C:30]1[C:24]2[O:23][CH2:22][CH:21]([C:19]3[CH:18]=[N:17][CH:16]=[C:15]([O:14][CH:11]4[CH2:12][CH2:13][NH:8][CH2:9][CH2:10]4)[CH:20]=3)[O:26][C:25]=2[CH:27]=[CH:28][CH:29]=1)=[O:32], predict the reactants needed to synthesize it. The reactants are: C(OC([N:8]1[CH2:13][CH2:12][CH:11]([O:14][C:15]2[CH:16]=[N:17][CH:18]=[C:19]([CH:21]3[O:26][C:25]4[CH:27]=[CH:28][CH:29]=[C:30]([C:31]([O:33][CH3:34])=[O:32])[C:24]=4[O:23][CH2:22]3)[CH:20]=2)[CH2:10][CH2:9]1)=O)(C)(C)C.FC(F)(F)C(O)=O. (3) The reactants are: [CH2:1]([O:8][C:9]1[CH:14]=[CH:13][C:12]([OH:15])=[CH:11][CH:10]=1)[C:2]1[CH:7]=[CH:6][CH:5]=[CH:4][CH:3]=1.[H-].[Na+].F[C:19]1[CH:24]=[CH:23][C:22]([N+:25]([O-:27])=[O:26])=[CH:21][CH:20]=1. Given the product [CH2:1]([O:8][C:9]1[CH:10]=[CH:11][C:12]([O:15][C:19]2[CH:24]=[CH:23][C:22]([N+:25]([O-:27])=[O:26])=[CH:21][CH:20]=2)=[CH:13][CH:14]=1)[C:2]1[CH:3]=[CH:4][CH:5]=[CH:6][CH:7]=1, predict the reactants needed to synthesize it. (4) Given the product [Br:1][C:26]1[O:22][CH:23]=[C:24]([C:27]([OH:29])=[O:28])[CH:25]=1, predict the reactants needed to synthesize it. The reactants are: [Br-:1].[Br-].[Br-].[NH+]1C=CC=CC=1.[NH+]1C=CC=CC=1.[NH+]1C=CC=CC=1.[O:22]1[CH:26]=[CH:25][C:24]([C:27]([OH:29])=[O:28])=[CH:23]1. (5) The reactants are: P(Cl)(Cl)(Cl)=O.[CH3:6][N:7]([CH3:10])[CH:8]=O.C([O:13][CH:14](OCC)[CH2:15][O:16][C:17]1[CH:22]=[CH:21][C:20]([Cl:23])=[C:19]([Cl:24])[CH:18]=1)C.C(=O)([O-])[O-].[K+].[K+]. Given the product [Cl:24][C:19]1[CH:18]=[C:17]([CH:22]=[CH:21][C:20]=1[Cl:23])[O:16][C:15](=[CH:8][N:7]([CH3:10])[CH3:6])[CH:14]=[O:13], predict the reactants needed to synthesize it. (6) Given the product [C:10]([CH2:12][C@@H:13]([OH:20])[CH2:14][C:15]([O:17][CH2:18][CH3:19])=[O:16])#[N:11], predict the reactants needed to synthesize it. The reactants are: OC(C)CC(OCC)=O.[C:10]([CH2:12][CH:13]([OH:20])[CH2:14][C:15]([O:17][CH2:18][CH3:19])=[O:16])#[N:11].